Dataset: Reaction yield outcomes from USPTO patents with 853,638 reactions. Task: Predict the reaction yield, written as a fraction of the theoretical maximum amount of product (1.0 means a 100% yield; for example, 0.34 means a 34% yield). The reactants are C(N(CC)CC)C.O.ON1C2C=CC=CC=2N=N1.[C:19]([O:23][P:24]([O:31][C:32]1[CH:37]=[CH:36][C:35]([C:38]2[CH:43]=[CH:42][C:41]([CH2:44][CH2:45][C@@:46]([CH3:54])([S:50]([CH3:53])(=[O:52])=[O:51])[C:47](O)=[O:48])=[CH:40][CH:39]=2)=[CH:34][CH:33]=1)([O:26][C:27]([CH3:30])([CH3:29])[CH3:28])=[O:25])([CH3:22])([CH3:21])[CH3:20].[O:55]1[CH2:60][CH2:59][CH2:58][CH2:57][CH:56]1[O:61][NH2:62].Cl.CN(C)CCCN=C=NCC. The catalyst is ClCCl.O. The product is [P:24]([O:31][C:32]1[CH:37]=[CH:36][C:35]([C:38]2[CH:39]=[CH:40][C:41]([CH2:44][CH2:45][C@@:46]([CH3:54])([S:50]([CH3:53])(=[O:52])=[O:51])[C:47](=[O:48])[NH:62][O:61][CH:56]3[CH2:57][CH2:58][CH2:59][CH2:60][O:55]3)=[CH:42][CH:43]=2)=[CH:34][CH:33]=1)([O:26][C:27]([CH3:28])([CH3:29])[CH3:30])([O:23][C:19]([CH3:22])([CH3:20])[CH3:21])=[O:25]. The yield is 0.630.